Dataset: Catalyst prediction with 721,799 reactions and 888 catalyst types from USPTO. Task: Predict which catalyst facilitates the given reaction. (1) Reactant: [S:1]1[CH:5]=[CH:4][N:3]=[C:2]1[C:6]1([O:18][CH2:19][CH2:20]OS(C2C=CC(C)=CC=2)(=O)=O)[CH2:10][CH2:9][N:8](C(OC(C)(C)C)=O)[CH2:7]1.FC(F)(F)C(O)=O.C(=O)([O-])[O-].[K+].[K+]. Product: [S:1]1[CH:5]=[CH:4][N:3]=[C:2]1[C:6]12[CH2:7][N:8]([CH2:9][CH2:10]1)[CH2:20][CH2:19][O:18]2. The catalyst class is: 46. (2) Product: [N+:9]([C:6]1[N:7]([CH3:8])[C:3]([CH2:2][O:1][C:50]([NH:39][C:38]2[CH:40]=[CH:41][N:34]([C@@H:22]3[O:23][C@H:24]([CH2:25][O:26][C:27]([O:29][C:30]([CH3:33])([CH3:32])[CH3:31])=[O:28])[C@@H:20]([O:19][C:17]([O:16][C:12]([CH3:13])([CH3:14])[CH3:15])=[O:18])[C:21]3([F:42])[F:43])[C:35](=[O:36])[N:37]=2)=[O:51])=[CH:4][N:5]=1)([O-:11])=[O:10]. Reactant: [OH:1][CH2:2][C:3]1[N:7]([CH3:8])[C:6]([N+:9]([O-:11])=[O:10])=[N:5][CH:4]=1.[C:12]([O:16][C:17]([O:19][C@@H:20]1[C@@H:24]([CH2:25][O:26][C:27]([O:29][C:30]([CH3:33])([CH3:32])[CH3:31])=[O:28])[O:23][C@@H:22]([N:34]2[CH:41]=[CH:40][C:38]([NH2:39])=[N:37][C:35]2=[O:36])[C:21]1([F:43])[F:42])=[O:18])([CH3:15])([CH3:14])[CH3:13].N1C=CC=CC=1.[C:50](Cl)(Cl)=[O:51]. The catalyst class is: 2. (3) Product: [F:27][C:28]([F:33])([F:32])[CH2:29][CH2:30][N:13]1[CH2:12][CH2:11][C@:10]23[C:5]4[C:4]5[O:19][C@H:18]2[C:20](=[O:21])[CH2:22][CH2:23][C@@:9]3([OH:24])[C@H:8]1[CH2:7][C:6]=4[CH:1]=[CH:2][C:3]=5[OH:25]. Reactant: [CH:1]1[C:6]2[CH2:7][C@H:8]3[N:13](CC4CC4)[CH2:12][CH2:11][C@:10]45[C@H:18]([C:20]([CH2:22][CH2:23][C@@:9]34[OH:24])=[O:21])[O:19][C:4]([C:5]=25)=[C:3]([OH:25])[CH:2]=1.Cl.[F:27][C:28]([F:33])([F:32])[CH2:29][CH2:30]Br.C([O-])(O)=O.[Na+]. The catalyst class is: 3. (4) Reactant: [Cl:1][C:2]1[C:3](Cl)=[N:4][CH:5]=[C:6]([CH:10]=1)[C:7]([OH:9])=[O:8].[NH:12]1[CH2:17][CH2:16][CH:15]([C:18]([O:20][CH3:21])=[O:19])[CH2:14][CH2:13]1. Product: [Cl:1][C:2]1[C:3]([N:12]2[CH2:17][CH2:16][CH:15]([C:18]([O:20][CH3:21])=[O:19])[CH2:14][CH2:13]2)=[N:4][CH:5]=[C:6]([CH:10]=1)[C:7]([OH:9])=[O:8]. The catalyst class is: 44.